Dataset: Reaction yield outcomes from USPTO patents with 853,638 reactions. Task: Predict the reaction yield, written as a fraction of the theoretical maximum amount of product (1.0 means a 100% yield; for example, 0.34 means a 34% yield). (1) The catalyst is O1CCOCC1. The product is [CH:35]([C:24]1[CH:23]=[CH:22][C:21]([O:26][CH3:27])=[C:20]([C:2]2[C:3]([C:4]#[N:5])=[CH:6][C:7]([C:10]([F:13])([F:12])[F:11])=[CH:8][CH:9]=2)[CH:25]=1)([CH3:37])[CH3:36]. The yield is 0.920. The reactants are Cl[C:2]1[CH:9]=[CH:8][C:7]([C:10]([F:13])([F:12])[F:11])=[CH:6][C:3]=1[C:4]#[N:5].C(OB([C:20]1[CH:25]=[CH:24][CH:23]=[CH:22][C:21]=1[O:26][CH3:27])O)(C)C.[F-].[K+].F[B-](F)(F)F.[C:35](P(C(C)(C)C)C(C)(C)C)(C)([CH3:37])[CH3:36]. (2) The reactants are C(OC([NH:8][C@H:9]1[CH2:15][CH2:14][CH2:13][CH2:12][N:11]([CH2:16][CH2:17][C:18]([O:20][CH3:21])=[O:19])[C:10]1=[O:22])=O)(C)(C)C.Cl. The catalyst is O1CCOCC1. The product is [NH2:8][C@H:9]1[CH2:15][CH2:14][CH2:13][CH2:12][N:11]([CH2:16][CH2:17][C:18]([O:20][CH3:21])=[O:19])[C:10]1=[O:22]. The yield is 0.980. (3) The reactants are [O-:1][S:2]([C:5]([F:8])([F:7])[F:6])(=[O:4])=[O:3].[CH3:9][O:10][C:11]1[CH:12]=[C:13]2[C:18](=[CH:19][CH:20]=1)[N+:17]([CH3:21])=[C:16]([CH3:22])[CH:15]=[CH:14]2.[CH3:23][C:24]1[N:25]([C:32]2[CH:37]=[CH:36][CH:35]=[CH:34][CH:33]=2)[C:26]([CH3:31])=[CH:27][C:28]=1[CH:29]=O. The catalyst is CO.N1CCCCC1. The product is [O-:4][S:2]([C:5]([F:8])([F:7])[F:6])(=[O:3])=[O:1].[CH3:9][O:10][C:11]1[CH:12]=[C:13]2[C:18](=[CH:19][CH:20]=1)[N+:17]([CH3:21])=[C:16](/[CH:22]=[CH:29]/[C:28]1[CH:27]=[C:26]([CH3:31])[N:25]([C:32]3[CH:37]=[CH:36][CH:35]=[CH:34][CH:33]=3)[C:24]=1[CH3:23])[CH:15]=[CH:14]2. The yield is 0.370. (4) The catalyst is C1COCC1.O. The product is [CH3:17][O:14][C:4]1[C:5]([C:12]#[N:13])=[C:6]([N:7]2[CH2:11][CH2:10][CH2:9][CH2:8]2)[N:2]([CH3:1])[N:3]=1. The yield is 0.620. The reactants are [CH3:1][N:2]1[C:6]([N:7]2[CH2:11][CH2:10][CH2:9][CH2:8]2)=[C:5]([C:12]#[N:13])[C:4](=[O:14])[NH:3]1.CO.[CH:17]1C=CC(P(C2C=CC=CC=2)C2C=CC=CC=2)=CC=1.CC(OC(/N=N/C(OC(C)C)=O)=O)C. (5) The reactants are I[C:2]1[N:10]=[C:9]2[C:5]([N:6]=[CH:7][N:8]2[CH2:11][O:12][CH2:13][CH2:14][Si:15]([CH3:18])([CH3:17])[CH3:16])=[C:4]([NH:19][C:20]2[CH:25]=[CH:24][C:23]([N:26]3[CH2:31][CH2:30][N:29]([CH:32]4[CH2:35][O:34][CH2:33]4)[CH2:28][CH2:27]3)=[CH:22][CH:21]=2)[N:3]=1.[C:36]([O:39][CH2:40][C:41]1[C:46](B2OC(C)(C)C(C)(C)O2)=[CH:45][C:44]([F:56])=[CH:43][C:42]=1[N:57]1[CH2:69][CH2:68][N:60]2[C:61]3[CH2:62][CH2:63][CH2:64][CH2:65][C:66]=3[CH:67]=[C:59]2[C:58]1=[O:70])(=[O:38])[CH3:37].[O-]P([O-])([O-])=O.[K+].[K+].[K+].C([O-])(=O)C.[Na+]. The catalyst is C1C=CC(P(C2C=CC=CC=2)[C-]2C=CC=C2)=CC=1.C1C=CC(P(C2C=CC=CC=2)[C-]2C=CC=C2)=CC=1.Cl[Pd]Cl.[Fe+2].C(#N)C.O. The product is [C:36]([O:39][CH2:40][C:41]1[C:42]([N:57]2[CH2:69][CH2:68][N:60]3[C:61]4[CH2:62][CH2:63][CH2:64][CH2:65][C:66]=4[CH:67]=[C:59]3[C:58]2=[O:70])=[CH:43][C:44]([F:56])=[CH:45][C:46]=1[C:2]1[N:10]=[C:9]2[C:5]([N:6]=[CH:7][N:8]2[CH2:11][O:12][CH2:13][CH2:14][Si:15]([CH3:18])([CH3:17])[CH3:16])=[C:4]([NH:19][C:20]2[CH:25]=[CH:24][C:23]([N:26]3[CH2:31][CH2:30][N:29]([CH:32]4[CH2:35][O:34][CH2:33]4)[CH2:28][CH2:27]3)=[CH:22][CH:21]=2)[N:3]=1)(=[O:38])[CH3:37]. The yield is 0.720.